From a dataset of Forward reaction prediction with 1.9M reactions from USPTO patents (1976-2016). Predict the product of the given reaction. (1) Given the reactants C(Cl)(=O)C(Cl)=O.[CH3:7][C:8]1[C:12]([CH2:13][CH2:14][C:15]([OH:17])=O)=[C:11]([CH3:18])[O:10][N:9]=1.[C:19]([O:23][C:24]([CH3:27])([CH3:26])[CH3:25])(=[O:22])[NH:20][NH2:21], predict the reaction product. The product is: [NH3:9].[CH3:7][C:8]1[C:12]([CH2:13][CH2:14][C:15]([NH:21][NH:20][C:19]([O:23][C:24]([CH3:27])([CH3:26])[CH3:25])=[O:22])=[O:17])=[C:11]([CH3:18])[O:10][N:9]=1. (2) Given the reactants [CH3:1][O:2][CH2:3][N:4]1[C:12]2[C:7](=[CH:8][C:9]([C:13]([OH:15])=O)=[CH:10][CH:11]=2)[CH:6]=[N:5]1.[CH3:16][C:17]1([CH3:25])[O:22][C:21](=[O:23])[CH2:20][C:19](=[O:24])[O:18]1.CCN=C=NCCCN(C)C.Cl, predict the reaction product. The product is: [CH3:1][O:2][CH2:3][N:4]1[C:12]2[C:7](=[CH:8][C:9]([C:13]([CH:20]3[C:21](=[O:23])[O:22][C:17]([CH3:25])([CH3:16])[O:18][C:19]3=[O:24])=[O:15])=[CH:10][CH:11]=2)[CH:6]=[N:5]1. (3) Given the reactants [CH3:1][O:2][CH2:3][CH2:4][N:5]1[CH2:11][CH2:10][C:9]2[CH:12]=[C:13]([NH2:16])[CH:14]=[CH:15][C:8]=2[CH2:7][CH2:6]1.[C:17]([CH2:19][N:20]([C@@H:25]1[CH2:30][CH2:29][CH2:28][CH2:27][C@H:26]1[NH:31][C:32]1[C:37]([Cl:38])=[CH:36][N:35]=[C:34](Cl)[N:33]=1)[S:21]([CH3:24])(=[O:23])=[O:22])#[N:18], predict the reaction product. The product is: [Cl:38][C:37]1[C:32]([NH:31][C@@H:26]2[CH2:27][CH2:28][CH2:29][CH2:30][C@H:25]2[N:20]([CH2:19][C:17]#[N:18])[S:21]([CH3:24])(=[O:23])=[O:22])=[N:33][C:34]([NH:16][C:13]2[CH:14]=[CH:15][C:8]3[CH2:7][CH2:6][N:5]([CH2:4][CH2:3][O:2][CH3:1])[CH2:11][CH2:10][C:9]=3[CH:12]=2)=[N:35][CH:36]=1. (4) Given the reactants Br[C:2]1[CH:3]=[CH:4][C:5]([C:8]([NH:10][S:11]([C:14]2[CH:19]=[CH:18][CH:17]=[CH:16][C:15]=2[S:20](=[O:23])(=[O:22])[NH2:21])(=[O:13])=[O:12])=[O:9])=[N:6][CH:7]=1.[CH3:24][C:25]([CH3:29])([CH3:28])[C:26]#[CH:27], predict the reaction product. The product is: [CH3:24][C:25]([CH3:29])([CH3:28])[C:26]#[C:27][C:2]1[CH:3]=[CH:4][C:5]([C:8]([NH:10][S:11]([C:14]2[CH:19]=[CH:18][CH:17]=[CH:16][C:15]=2[S:20](=[O:23])(=[O:22])[NH2:21])(=[O:13])=[O:12])=[O:9])=[N:6][CH:7]=1. (5) Given the reactants O.[OH-].[Li+].[CH:4]1([NH:10][C:11]2[C:16]([C:17]3[CH2:21][C:20]([CH2:26][C:27]([O:29]C)=[O:28])([C:22]([O:24]C)=[O:23])[O:19][N:18]=3)=[CH:15][N:14]=[C:13]3[N:31]([CH2:34][CH3:35])[N:32]=[CH:33][C:12]=23)[CH2:9][CH2:8][CH2:7][CH2:6][CH2:5]1, predict the reaction product. The product is: [C:27]([CH2:26][C:20]1([C:22]([OH:24])=[O:23])[O:19][N:18]=[C:17]([C:16]2[C:11]([NH:10][CH:4]3[CH2:9][CH2:8][CH2:7][CH2:6][CH2:5]3)=[C:12]3[CH:33]=[N:32][N:31]([CH2:34][CH3:35])[C:13]3=[N:14][CH:15]=2)[CH2:21]1)([OH:29])=[O:28]. (6) Given the reactants [CH2:1]([CH:8]1[CH2:13][CH2:12][N:11]([C:14](=[O:18])[C:15]([OH:17])=O)[CH2:10][CH2:9]1)[C:2]1[CH:7]=[CH:6][CH:5]=[CH:4][CH:3]=1.[NH2:19][C:20]1[CH:25]=[CH:24][CH:23]=[CH:22][CH:21]=1, predict the reaction product. The product is: [CH2:1]([CH:8]1[CH2:9][CH2:10][N:11]([C:14](=[O:18])[C:15]([NH:19][C:20]2[CH:25]=[CH:24][CH:23]=[CH:22][CH:21]=2)=[O:17])[CH2:12][CH2:13]1)[C:2]1[CH:3]=[CH:4][CH:5]=[CH:6][CH:7]=1. (7) The product is: [CH2:1]([O:3][C:4]1[CH:5]=[C:6]([CH:10]=[CH:11][CH:12]=1)[C:7]([NH:24][C:22]1[O:21][N:20]=[C:19]([C:16]2[CH:17]=[CH:18][N:13]=[CH:14][CH:15]=2)[CH:23]=1)=[O:8])[CH3:2]. Given the reactants [CH2:1]([O:3][C:4]1[CH:5]=[C:6]([CH:10]=[CH:11][CH:12]=1)[C:7](Cl)=[O:8])[CH3:2].[N:13]1[CH:18]=[CH:17][C:16]([C:19]2[CH:23]=[C:22]([NH2:24])[O:21][N:20]=2)=[CH:15][CH:14]=1.N1C=CC=CC=1, predict the reaction product. (8) Given the reactants [CH3:1][C:2]1([C:17]([O-:19])=[O:18])[CH2:6][CH2:5][N:4]([C:7]([O:9][CH2:10][C:11]2[CH:16]=[CH:15][CH:14]=[CH:13][CH:12]=2)=[O:8])[CH2:3]1.[CH3:20][Si]([N-][Si](C)(C)C)(C)C.[Li+].CI.[Cl-].[NH4+], predict the reaction product. The product is: [CH3:1][C:2]1([C:17]([O:19][CH3:20])=[O:18])[CH2:6][CH2:5][N:4]([C:7]([O:9][CH2:10][C:11]2[CH:16]=[CH:15][CH:14]=[CH:13][CH:12]=2)=[O:8])[CH2:3]1.